From a dataset of Reaction yield outcomes from USPTO patents with 853,638 reactions. Predict the reaction yield, written as a fraction of the theoretical maximum amount of product (1.0 means a 100% yield; for example, 0.34 means a 34% yield). (1) The reactants are [OH:1][C:2]1[CH:3]=[CH:4][C:5]2[N:9]=[C:8]([C:10]([OH:12])=O)[NH:7][C:6]=2[CH:13]=1.C(N(CC)CC)C.[CH2:21]([CH:28]1[CH2:33][CH2:32][NH:31][CH2:30][CH2:29]1)[C:22]1[CH:27]=[CH:26][CH:25]=[CH:24][CH:23]=1.CN(C(ON1N=NC2C=CC=CC1=2)=[N+](C)C)C.F[P-](F)(F)(F)(F)F. The catalyst is CN(C)C=O. The product is [CH2:21]([CH:28]1[CH2:33][CH2:32][N:31]([C:10]([C:8]2[NH:7][C:6]3[CH:13]=[C:2]([OH:1])[CH:3]=[CH:4][C:5]=3[N:9]=2)=[O:12])[CH2:30][CH2:29]1)[C:22]1[CH:27]=[CH:26][CH:25]=[CH:24][CH:23]=1. The yield is 0.635. (2) The catalyst is C(O)(=O)C. The yield is 0.870. The reactants are [I:1][C:2]1[CH:3]=[C:4]2[C:8](=[CH:9][CH:10]=1)[NH:7][C:6](=[O:11])[C:5]2=O.[OH:13][C:14]1[CH:15]=[C:16]([CH2:21][CH2:22][C:23]([NH:25][C:26]2[CH:31]=[CH:30][C:29]([C:32]([NH:34][NH2:35])=[O:33])=[CH:28][CH:27]=2)=[O:24])[CH:17]=[CH:18][C:19]=1[OH:20]. The product is [OH:13][C:14]1[CH:15]=[C:16]([CH2:21][CH2:22][C:23]([NH:25][C:26]2[CH:31]=[CH:30][C:29]([C:32]([NH:34][N:35]=[C:5]3[C:4]4[C:8](=[CH:9][CH:10]=[C:2]([I:1])[CH:3]=4)[NH:7][C:6]3=[O:11])=[O:33])=[CH:28][CH:27]=2)=[O:24])[CH:17]=[CH:18][C:19]=1[OH:20]. (3) The reactants are [F:1][C:2]1[CH:7]=[C:6]([I:8])[CH:5]=[CH:4][C:3]=1[NH:9][C:10]1[C:18]([C:19](O)=[O:20])=[C:17]2[N:13]([CH2:14][CH2:15][CH2:16]2)[C:12](=[O:22])[C:11]=1[CH3:23].C([O:28][CH2:29][CH2:30][O:31][NH2:32])(C)(C)C.CN(C(ON1N=NC2C=CC=NC1=2)=[N+](C)C)C.F[P-](F)(F)(F)(F)F.CN1CCOCC1. The catalyst is CN(C=O)C. The product is [F:1][C:2]1[CH:7]=[C:6]([I:8])[CH:5]=[CH:4][C:3]=1[NH:9][C:10]1[C:18]([C:19]([NH:32][O:31][CH2:30][CH2:29][OH:28])=[O:20])=[C:17]2[N:13]([CH2:14][CH2:15][CH2:16]2)[C:12](=[O:22])[C:11]=1[CH3:23]. The yield is 0.0500. (4) The reactants are [O:1]=[S:2]1(=[O:16])[N:7]([CH2:8][CH2:9][CH2:10]O)[CH2:6][C:5]2[CH:12]=[CH:13][CH:14]=[CH:15][C:4]=2[NH:3]1.S(Cl)([Cl:19])=O.CN(C)C=O. The catalyst is ClCCl. The product is [Cl:19][CH2:10][CH2:9][CH2:8][N:7]1[CH2:6][C:5]2[CH:12]=[CH:13][CH:14]=[CH:15][C:4]=2[NH:3][S:2]1(=[O:16])=[O:1]. The yield is 0.790. (5) The reactants are [CH2:1]([O:3][C:4](=[O:16])[C:5]([C:14]#[N:15])=[CH:6][C:7]1[CH:12]=[CH:11][C:10]([Br:13])=[CH:9][CH:8]=1)[CH3:2].[Cl:17][C:18]1[CH:23]=[CH:22][C:21]([Mg]Br)=[CH:20][CH:19]=1.Cl. The catalyst is C1(C)C=CC=CC=1. The product is [CH2:1]([O:3][C:4](=[O:16])[CH:5]([C:14]#[N:15])[CH:6]([C:7]1[CH:8]=[CH:9][C:10]([Br:13])=[CH:11][CH:12]=1)[C:21]1[CH:22]=[CH:23][C:18]([Cl:17])=[CH:19][CH:20]=1)[CH3:2]. The yield is 0.910. (6) The reactants are [CH3:1][C:2]1[CH:7]=[CH:6][C:5]([CH2:8][N:9]([CH:22]2[CH2:27][CH2:26][N:25]([CH3:28])[CH2:24][CH2:23]2)[C:10](=[O:21])[CH2:11][C:12]2[CH:17]=[CH:16][C:15]([O:18]C)=[C:14]([OH:20])[CH:13]=2)=[CH:4][CH:3]=1.B(Br)(Br)Br. The catalyst is C(Cl)Cl. The product is [CH3:1][C:2]1[CH:3]=[CH:4][C:5]([CH2:8][N:9]([CH:22]2[CH2:27][CH2:26][N:25]([CH3:28])[CH2:24][CH2:23]2)[C:10](=[O:21])[CH2:11][C:12]2[CH:17]=[CH:16][C:15]([OH:18])=[C:14]([OH:20])[CH:13]=2)=[CH:6][CH:7]=1. The yield is 0.480. (7) The reactants are Br[C:2]1[CH:7]=[CH:6][CH:5]=[CH:4][N:3]=1.[Li]CCCC.CO[C:15](=[O:29])[CH2:16][CH2:17][CH2:18][N:19]1[CH2:24][CH2:23][CH:22]([CH2:25][CH2:26][CH2:27][CH3:28])[CH2:21][CH2:20]1. The yield is 0.120. The product is [CH2:25]([CH:22]1[CH2:21][CH2:20][N:19]([CH2:18][CH2:17][CH2:16][C:15]([C:2]2[CH:7]=[CH:6][CH:5]=[CH:4][N:3]=2)=[O:29])[CH2:24][CH2:23]1)[CH2:26][CH2:27][CH3:28]. The catalyst is C(Cl)Cl. (8) The reactants are [CH3:1][O:2][C:3]1[CH:4]=[C:5]2[C:10](=[CH:11][C:12]=1[O:13][CH3:14])[N:9]=[CH:8][N:7]=[C:6]2[S:15][C:16]1[CH:17]=[C:18]([CH:20]=[CH:21][CH:22]=1)[NH2:19].[Cl:23][C:24]1[CH:29]=[CH:28][C:27]([N:30]=[C:31]=[O:32])=[CH:26][C:25]=1[C:33]([F:36])([F:35])[F:34]. No catalyst specified. The product is [Cl:23][C:24]1[CH:29]=[CH:28][C:27]([NH:30][C:31]([NH:19][C:18]2[CH:20]=[CH:21][CH:22]=[C:16]([S:15][C:6]3[C:5]4[C:10](=[CH:11][C:12]([O:13][CH3:14])=[C:3]([O:2][CH3:1])[CH:4]=4)[N:9]=[CH:8][N:7]=3)[CH:17]=2)=[O:32])=[CH:26][C:25]=1[C:33]([F:34])([F:35])[F:36]. The yield is 0.700. (9) The reactants are [Cl:1][C:2]1[N:3]=[C:4]2[C:9](=[CH:10][CH:11]=1)[N:8]=[CH:7][C:6]([C:12](=[O:14])[CH3:13])=[C:5]2[NH:15][C:16]1[CH:17]=[N:18][C:19]([O:22][CH2:23][CH2:24][N:25]([CH3:27])[CH3:26])=[CH:20][CH:21]=1.[Cl:28][C:29]1[CH:34]=[C:33](B2OC(C)(C)C(C)(C)O2)[CH:32]=[C:31]([F:44])[C:30]=1[OH:45].C1(N)C(F)=C(F)C(F)=C(N)C=1F.Cl.Cl. No catalyst specified. The product is [ClH:1].[ClH:28].[Cl:28][C:29]1[CH:34]=[C:33]([C:2]2[N:3]=[C:4]3[C:9](=[CH:10][CH:11]=2)[N:8]=[CH:7][C:6]([C:12](=[O:14])[CH3:13])=[C:5]3[NH:15][C:16]2[CH:17]=[N:18][C:19]([O:22][CH2:23][CH2:24][N:25]([CH3:26])[CH3:27])=[CH:20][CH:21]=2)[CH:32]=[C:31]([F:44])[C:30]=1[OH:45]. The yield is 0.540.